From a dataset of Full USPTO retrosynthesis dataset with 1.9M reactions from patents (1976-2016). Predict the reactants needed to synthesize the given product. (1) Given the product [CH:19]1([N:24]2[CH2:25][CH2:26][N:27]([C:30]3[N:31]=[CH:32][C:33]([NH2:36])=[CH:34][CH:35]=3)[CH2:28][CH2:29]2)[CH2:20][CH2:21][CH2:22][CH2:23]1, predict the reactants needed to synthesize it. The reactants are: C1(N2CCN(C3C(N)=CC=CN=3)CC2)CCCC1.[CH:19]1([N:24]2[CH2:29][CH2:28][N:27]([C:30]3[CH:35]=[CH:34][C:33]([N+:36]([O-])=O)=[CH:32][N:31]=3)[CH2:26][CH2:25]2)[CH2:23][CH2:22][CH2:21][CH2:20]1. (2) Given the product [CH:38]1([C:34]2[CH:35]=[C:36]([CH3:37])[C:31]([N:28]3[CH2:27][CH2:26][N:25]([C:23]([C:11]4[CH:12]=[CH:13][C:14]([N:16]5[CH2:20][CH2:19][CH2:18][S:17]5(=[O:22])=[O:21])=[CH:15][C:10]=4[C:9]([N:8]4[CH2:52][CH2:51][CH2:50][CH2:6]4)=[O:41])=[O:24])[CH2:30][CH2:29]3)=[N:32][CH:33]=2)[CH2:40][CH2:39]1, predict the reactants needed to synthesize it. The reactants are: C(O[C:6]([N:8](C(OC(C)(C)C)=O)[C:9](=[O:41])[C:10]1[CH:15]=[C:14]([N:16]2[CH2:20][CH2:19][CH2:18][S:17]2(=[O:22])=[O:21])[CH:13]=[CH:12][C:11]=1[C:23]([N:25]1[CH2:30][CH2:29][N:28]([C:31]2[C:36]([CH3:37])=[CH:35][C:34]([CH:38]3[CH2:40][CH2:39]3)=[CH:33][N:32]=2)[CH2:27][CH2:26]1)=[O:24])=O)(C)(C)C.N1C[CH2:52][CH2:51][CH2:50]1. (3) Given the product [C:12]([C:4]1[CH:3]=[C:2]([NH2:1])[CH:7]=[CH:6][N:5]=1)(=[O:11])[CH:13]([CH3:15])[OH:14], predict the reactants needed to synthesize it. The reactants are: [NH2:1][C:2]1[CH:7]=[CH:6][N:5]=[CH:4][CH:3]=1.C([O:11][C:12](=O)[CH:13]([CH3:15])[OH:14])(=O)C.N=C=N. (4) Given the product [Cl:26][C:23]1[CH:22]=[CH:21][C:20]([C:19]2[C:14]3[N:15]([C:11]([C@H:9]([OH:8])[CH3:10])=[N:12][N:13]=3)[N:16]([CH2:36][C:37]3[C:38]([CH3:47])=[N:39][C:40]([C:43]([F:44])([F:45])[F:46])=[CH:41][CH:42]=3)[C:17](=[O:35])[C:18]=2[C:27]2[CH:28]=[CH:29][C:30]([C:31]#[N:32])=[CH:33][CH:34]=2)=[CH:25][CH:24]=1, predict the reactants needed to synthesize it. The reactants are: C([O:8][C@@H:9]([C:11]1[N:15]2[N:16]([CH2:36][C:37]3[C:38]([CH3:47])=[N:39][C:40]([C:43]([F:46])([F:45])[F:44])=[CH:41][CH:42]=3)[C:17](=[O:35])[C:18]([C:27]3[CH:34]=[CH:33][C:30]([C:31]#[N:32])=[CH:29][CH:28]=3)=[C:19]([C:20]3[CH:25]=[CH:24][C:23]([Cl:26])=[CH:22][CH:21]=3)[C:14]2=[N:13][N:12]=1)[CH3:10])C1C=CC=CC=1.CC#N.[Si](I)(C)(C)C. (5) Given the product [Br:1][C:2]1[CH:3]=[C:4]([CH:16]=[CH:17][CH:18]=1)[CH2:5][N:6]1[CH:11]=[CH:10][CH:9]=[C:8]([C:12]([NH:19][C@@H:20]([CH2:28][CH2:29][CH2:30][NH:31][C:32]([NH:34][S:35]([C:38]2[C:39]([CH3:52])=[C:40]3[C:45](=[C:46]([CH3:49])[C:47]=2[CH3:48])[O:44][C:43]([CH3:51])([CH3:50])[CH2:42][CH2:41]3)(=[O:36])=[O:37])=[NH:33])[C:21]([O:23][C:24]([CH3:25])([CH3:26])[CH3:27])=[O:22])=[O:14])[C:7]1=[O:15], predict the reactants needed to synthesize it. The reactants are: [Br:1][C:2]1[CH:3]=[C:4]([CH:16]=[CH:17][CH:18]=1)[CH2:5][N:6]1[CH:11]=[CH:10][CH:9]=[C:8]([C:12]([OH:14])=O)[C:7]1=[O:15].[NH2:19][C@@H:20]([CH2:28][CH2:29][CH2:30][NH:31][C:32]([NH:34][S:35]([C:38]1[C:39]([CH3:52])=[C:40]2[C:45](=[C:46]([CH3:49])[C:47]=1[CH3:48])[O:44][C:43]([CH3:51])([CH3:50])[CH2:42][CH2:41]2)(=[O:37])=[O:36])=[NH:33])[C:21]([O:23][C:24]([CH3:27])([CH3:26])[CH3:25])=[O:22].CN(C(ON1N=NC2C=CC=CC1=2)=[N+](C)C)C.F[P-](F)(F)(F)(F)F.CCN(C(C)C)C(C)C.